This data is from CYP1A2 inhibition data for predicting drug metabolism from PubChem BioAssay. The task is: Regression/Classification. Given a drug SMILES string, predict its absorption, distribution, metabolism, or excretion properties. Task type varies by dataset: regression for continuous measurements (e.g., permeability, clearance, half-life) or binary classification for categorical outcomes (e.g., BBB penetration, CYP inhibition). Dataset: cyp1a2_veith. (1) The drug is CCCCN(C(=S)Nc1ccccc1)C1CCS(=O)(=O)C1. The result is 0 (non-inhibitor). (2) The molecule is CCN(CC)CC(=O)c1c[nH]c2ccc(OC)cc12. The result is 1 (inhibitor). (3) The compound is COc1ccc(OC[C@@H](CO)OC)cc1. The result is 0 (non-inhibitor). (4) The drug is CS(=O)(=O)N1CCC2(CC1)CN(Cc1cc(C(F)(F)F)cc(C(F)(F)F)c1)C2. The result is 0 (non-inhibitor). (5) The molecule is CCN=C(N)CSS(=O)(=O)O. The result is 0 (non-inhibitor).